Task: Predict the reaction yield, written as a fraction of the theoretical maximum amount of product (1.0 means a 100% yield; for example, 0.34 means a 34% yield).. Dataset: Reaction yield outcomes from USPTO patents with 853,638 reactions (1) The reactants are Br[C:2]1[N:3]=[CH:4][C:5]([NH:8][C:9](=[O:28])[C@@H:10]([C:17]2[CH:22]=[CH:21][C:20]([S:23]([CH3:26])(=[O:25])=[O:24])=[C:19]([CH3:27])[CH:18]=2)[CH2:11][CH:12]2[CH2:16][CH2:15][CH2:14][CH2:13]2)=[N:6][CH:7]=1.C(N(CC)C(C)C)(C)C.[OH:38][C:39]([CH3:43])([CH3:42])[C:40]#[CH:41]. The catalyst is C1(C)C=CC=CC=1.Cl[Pd](Cl)([P](C1C=CC=CC=1)(C1C=CC=CC=1)C1C=CC=CC=1)[P](C1C=CC=CC=1)(C1C=CC=CC=1)C1C=CC=CC=1.[Cu]I. The product is [CH:12]1([CH2:11][C@H:10]([C:17]2[CH:22]=[CH:21][C:20]([S:23]([CH3:26])(=[O:25])=[O:24])=[C:19]([CH3:27])[CH:18]=2)[C:9]([NH:8][C:5]2[CH:4]=[N:3][C:2]([C:41]#[C:40][C:39]([OH:38])([CH3:43])[CH3:42])=[CH:7][N:6]=2)=[O:28])[CH2:16][CH2:15][CH2:14][CH2:13]1. The yield is 0.770. (2) The reactants are [F:1][C:2]([F:33])([F:32])[C:3]1[CH:8]=[CH:7][C:6]([N:9]2[CH2:14][CH2:13][CH:12]([O:15][C:16]3[CH:17]=[C:18]4[C:22](=[CH:23][CH:24]=3)[CH:21]([NH:25][CH:26]3[CH2:31][CH2:30][NH:29][CH2:28][CH2:27]3)[CH2:20][CH2:19]4)[CH2:11][CH2:10]2)=[CH:5][CH:4]=1.Br[CH2:35][C:36]1[CH:41]=[CH:40][C:39]([F:42])=[CH:38][CH:37]=1.C(N(CC)C(C)C)(C)C. The catalyst is CN(C)C=O. The product is [F:42][C:39]1[CH:40]=[CH:41][C:36]([CH2:35][N:29]2[CH2:30][CH2:31][CH:26]([NH:25][CH:21]3[C:22]4[C:18](=[CH:17][C:16]([O:15][CH:12]5[CH2:13][CH2:14][N:9]([C:6]6[CH:7]=[CH:8][C:3]([C:2]([F:1])([F:32])[F:33])=[CH:4][CH:5]=6)[CH2:10][CH2:11]5)=[CH:24][CH:23]=4)[CH2:19][CH2:20]3)[CH2:27][CH2:28]2)=[CH:37][CH:38]=1. The yield is 0.880.